This data is from Full USPTO retrosynthesis dataset with 1.9M reactions from patents (1976-2016). The task is: Predict the reactants needed to synthesize the given product. (1) Given the product [Br:1][C:2]1[CH:3]=[C:4]2[C:9](=[CH:10][CH:11]=1)[N:8]([CH3:12])[CH:7]=[C:6]([N:13]([CH3:20])[C:14]([CH:16]1[CH2:17][CH2:18]1)=[O:15])[C:5]2=[O:19], predict the reactants needed to synthesize it. The reactants are: [Br:1][C:2]1[CH:3]=[C:4]2[C:9](=[CH:10][CH:11]=1)[N:8]([CH3:12])[CH:7]=[C:6]([NH:13][C:14]([CH:16]1[CH2:18][CH2:17]1)=[O:15])[C:5]2=[O:19].[CH3:20]N(C)C=O.[H-].[Na+].IC. (2) Given the product [CH:26]1([C:15]2[CH:16]=[CH:17][C:12]([N:9]3[C:10]([CH3:11])=[C:6]([C:4]([OH:3])=[O:5])[CH:7]=[N:8]3)=[N:13][C:14]=2[CH3:19])[CH2:25][CH2:23]1, predict the reactants needed to synthesize it. The reactants are: C([O:3][C:4]([C:6]1[CH:7]=[N:8][N:9]([C:12]2[CH:17]=[CH:16][C:15](I)=[C:14]([CH3:19])[N:13]=2)[C:10]=1[CH3:11])=[O:5])C.C(O[C:23]([C:25]1[CH:26]=NN(C2C=CC(Br)=CC=2)C=1C)=O)C.